From a dataset of Forward reaction prediction with 1.9M reactions from USPTO patents (1976-2016). Predict the product of the given reaction. (1) The product is: [OH:1][C:2]1[C:7]([I:28])=[CH:6][CH:5]=[CH:4][C:3]=1[C:8]1[N:13]=[C:12]([N:14]2[C:18]([C:19]([F:22])([F:21])[F:20])=[C:17]([C:23]([O:25][CH2:26][CH3:27])=[O:24])[CH:16]=[N:15]2)[CH:11]=[CH:10][CH:9]=1. Given the reactants [OH:1][C:2]1[CH:7]=[CH:6][CH:5]=[CH:4][C:3]=1[C:8]1[N:13]=[C:12]([N:14]2[C:18]([C:19]([F:22])([F:21])[F:20])=[C:17]([C:23]([O:25][CH2:26][CH3:27])=[O:24])[CH:16]=[N:15]2)[CH:11]=[CH:10][CH:9]=1.[I:28]I, predict the reaction product. (2) Given the reactants Cl.[F:2][C:3]1[CH:24]=[CH:23][C:6]([O:7][C:8]2[CH:9]=[C:10]([NH:14][C:15]([CH:17]3[CH2:22][CH2:21][NH:20][CH2:19][CH2:18]3)=O)[CH:11]=[CH:12][CH:13]=2)=[CH:5][CH:4]=1, predict the reaction product. The product is: [F:2][C:3]1[CH:4]=[CH:5][C:6]([O:7][C:8]2[CH:9]=[C:10]([NH:14][CH2:15][CH:17]3[CH2:18][CH2:19][NH:20][CH2:21][CH2:22]3)[CH:11]=[CH:12][CH:13]=2)=[CH:23][CH:24]=1. (3) Given the reactants COC(=O)N[C@@H](C(C)C)C(N1[C@H](C2NC(C3C=CC(C4C=CC5C(=CC=C(C6NC([C@@H]7CCCN7[C:48](=[O:61])[C@H:49]([NH:56][C:57]([O:59][CH3:60])=[O:58])[C:50]7[CH:55]=[CH:54][CH:53]=[CH:52][CH:51]=7)=NC=6)C=5)C=4)=CC=3)=CN=2)CC2(OCCO2)C1)=O.Cl.Cl.Cl.[F:69][C:70]1([F:121])[C:82]2[CH:81]=[C:80]([C:83]3[CH:84]=[CH:85][C:86]4[N:90]=[C:89]([C@@H:91]5[CH2:95][CH2:94][CH2:93][N:92]5[C:96](=[O:109])[C@@H:97]([NH:104][C:105](=[O:108])[O:106][CH3:107])[CH:98]5[CH2:103][CH2:102][O:101][CH2:100][CH2:99]5)[NH:88][C:87]=4[CH:110]=3)[CH:79]=[CH:78][C:77]=2[C:76]2[C:71]1=[CH:72][C:73]([C:111]1[NH:115][C:114]([C@@H:116]3[CH2:120][CH2:119][CH2:118][NH:117]3)=[N:113][CH:112]=1)=[CH:74][CH:75]=2, predict the reaction product. The product is: [CH3:107][O:106][C:105](=[O:108])[NH:104][C@@H:97]([CH:98]1[CH2:103][CH2:102][O:101][CH2:100][CH2:99]1)[C:96]([N:92]1[CH2:93][CH2:94][CH2:95][C@H:91]1[C:89]1[NH:88][C:87]2[CH:110]=[C:83]([C:80]3[CH:79]=[CH:78][C:77]4[C:76]5[C:71](=[CH:72][C:73]([C:111]6[NH:115][C:114]([C@@H:116]7[CH2:120][CH2:119][CH2:118][N:117]7[C:48](=[O:61])[C@H:49]([NH:56][C:57]([O:59][CH3:60])=[O:58])[C:50]7[CH:55]=[CH:54][CH:53]=[CH:52][CH:51]=7)=[N:113][CH:112]=6)=[CH:74][CH:75]=5)[C:70]([F:69])([F:121])[C:82]=4[CH:81]=3)[CH:84]=[CH:85][C:86]=2[N:90]=1)=[O:109]. (4) Given the reactants [CH3:1][CH:2]1[CH2:7][CH2:6][N:5]([CH:8]2[CH2:13][CH2:12][NH:11][CH2:10][CH2:9]2)[CH2:4][CH2:3]1.[Br:14][C:15]1[CH:20]=[CH:19][C:18]([S:21](Cl)(=[O:23])=[O:22])=[C:17]([CH2:25][CH3:26])[CH:16]=1, predict the reaction product. The product is: [Br:14][C:15]1[CH:20]=[CH:19][C:18]([S:21]([N:11]2[CH2:12][CH2:13][CH:8]([N:5]3[CH2:6][CH2:7][CH:2]([CH3:1])[CH2:3][CH2:4]3)[CH2:9][CH2:10]2)(=[O:23])=[O:22])=[C:17]([CH2:25][CH3:26])[CH:16]=1. (5) Given the reactants [Cl:1][C:2]1[CH:3]=[N:4][C:5]2[N:6]([N:8]=[C:9]([C:11]([OH:13])=O)[CH:10]=2)[CH:7]=1.[CH3:14][N:15]1[C:24]2[C:19](=[CH:20][C:21]([CH3:25])=[CH:22][CH:23]=2)[CH2:18][CH2:17][NH:16]1, predict the reaction product. The product is: [Cl:1][C:2]1[CH:3]=[N:4][C:5]2[N:6]([N:8]=[C:9]([C:11]([N:16]3[CH2:17][CH2:18][C:19]4[C:24](=[CH:23][CH:22]=[C:21]([CH3:25])[CH:20]=4)[N:15]3[CH3:14])=[O:13])[CH:10]=2)[CH:7]=1. (6) Given the reactants [NH:1]1[C:9]2[C:4](=[CH:5][CH:6]=[CH:7][CH:8]=2)[C:3](/[CH:10]=[CH:11]/[C:12]2[CH:17]=[CH:16][CH:15]=[CH:14][C:13]=2[N:18]2[CH:22]=[CH:21][C:20]([CH:23]=O)=[CH:19]2)=[N:2]1.[CH:25]1([CH2:28][NH2:29])[CH2:27][CH2:26]1.C(O)(=O)C.C(O[BH-](OC(=O)C)OC(=O)C)(=O)C.[Na+], predict the reaction product. The product is: [CH:25]1([CH2:28][NH:29][CH2:23][C:20]2[CH:21]=[CH:22][N:18]([C:13]3[CH:14]=[CH:15][CH:16]=[CH:17][C:12]=3/[CH:11]=[CH:10]/[C:3]3[C:4]4[C:9](=[CH:8][CH:7]=[CH:6][CH:5]=4)[NH:1][N:2]=3)[CH:19]=2)[CH2:27][CH2:26]1. (7) Given the reactants O[CH2:2][C:3]1[CH:4]=[CH:5][C:6]([O:11][C:12]2[CH:17]=[CH:16][CH:15]=[C:14]([C:18]([F:21])([F:20])[F:19])[CH:13]=2)=[C:7]([CH:10]=1)[C:8]#[N:9].S(Cl)([Cl:24])=O, predict the reaction product. The product is: [Cl:24][CH2:2][C:3]1[CH:4]=[CH:5][C:6]([O:11][C:12]2[CH:17]=[CH:16][CH:15]=[C:14]([C:18]([F:21])([F:20])[F:19])[CH:13]=2)=[C:7]([CH:10]=1)[C:8]#[N:9]. (8) Given the reactants [CH2:1]([NH:8][C:9]([C:11]1[CH:20]=[CH:19][C:14]([C:15]([O:17][CH3:18])=[O:16])=[C:13]([OH:21])[C:12]=1[OH:22])=[O:10])[C:2]1[CH:7]=[CH:6]C=[CH:4][CH:3]=1.[N:23]1C=CC(CN)=CC=1, predict the reaction product. The product is: [N:23]1[CH:6]=[CH:7][C:2]([CH2:1][NH:8][C:9]([C:11]2[CH:20]=[CH:19][C:14]([C:15]([O:17][CH3:18])=[O:16])=[C:13]([OH:21])[C:12]=2[OH:22])=[O:10])=[CH:3][CH:4]=1. (9) Given the reactants Br[C:2]1[CH:27]=[CH:26][C:5]2[C:6]3[N:7]=[C:8]([C:14]4[N:15]([CH2:19][C:20]5[CH:25]=[CH:24][N:23]=[CH:22][CH:21]=5)[N:16]=[CH:17][N:18]=4)[S:9][C:10]=3[CH2:11][CH2:12][O:13][C:4]=2[CH:3]=1.CC1(C)C(C)(C)OB([C:36]2[CH:37]=[N:38][N:39]([CH2:41][C:42](OCC)=[O:43])[CH:40]=2)O1.[H-].[Al+3].[Li+].[H-].[H-].[H-].C(N1C(C2SC3CCOC4C=C(C5C=NN(CCO)C=5)C=CC=4C=3N=2)=NC=N1)(C)C, predict the reaction product. The product is: [N:23]1[CH:22]=[CH:21][C:20]([CH2:19][N:15]2[C:14]([C:8]3[S:9][C:10]4[CH2:11][CH2:12][O:13][C:4]5[CH:3]=[C:2]([C:36]6[CH:37]=[N:38][N:39]([CH2:41][CH2:42][OH:43])[CH:40]=6)[CH:27]=[CH:26][C:5]=5[C:6]=4[N:7]=3)=[N:18][CH:17]=[N:16]2)=[CH:25][CH:24]=1.